Dataset: Experimentally validated miRNA-target interactions with 360,000+ pairs, plus equal number of negative samples. Task: Binary Classification. Given a miRNA mature sequence and a target amino acid sequence, predict their likelihood of interaction. (1) The miRNA is cel-miR-392-3p with sequence UAUCAUCGAUCACGUGUGAUGA. The protein sequence of the target gene is MASGGGSLGLIVFLLLLQPKPCEAWAAASVLSTSGFPSGFSEAPRDNPPPPTRVRMSKATTRSPFMNFSLVCGQPFMKIMGGVDAEEGKWPWQVSVRVRHMHVCGGSLINSQWVLTAAHCIYSRIQYNVKVGDRSVYRQNTSLVIPIKTIFVHPKFSTTIVVKNDIALLKLQHPVNFTTNIYPVCIPSESFPVKAGTKCWVTGWGKLVPGAPDVPTEILQEVDQNVILYEECNEMLKKATSSSVDLVKRGMVCGYKERGKDACQGDSGGPMSCEFENKWVQVGVVSWGISCGRKGYPGVY.... Result: 0 (no interaction). (2) The miRNA is mmu-miR-207 with sequence GCUUCUCCUGGCUCUCCUCCCUC. The protein sequence of the target gene is MAAVSLRLGDLVWGKLGRYPPWPGKIVNPPKDLKKPRGKKCFFVKFFGTEDHAWIKVEQLKPYHAHKEEMIKINKGKRFQQAVDAVEEFLRRAKGKDQTSSHTSADDKNRRNSSEERSRPNSGDEKRKLSLSEGKVKKNMGEGKKRVTSGSADRGSKCLKRAQEQSPRKRGRPPKDEKDLTIPESSTVKGMMAGPMAAFKWQPTATEPVKDADPHFHHFLLSQTEKPAVCYQAITKKLKICEEETGSTSIQAADSTAVNGSITPTDKKIGFLGLGLMGSGIVSNLLKMGHTVTVWNRTAE.... Result: 0 (no interaction). (3) The miRNA is hsa-miR-6869-5p with sequence GUGAGUAGUGGCGCGCGGCGGC. The protein sequence of the target gene is MSSESKEQHNVSPRDSAEGNDSYPSGIHLELQRESSTDFKQFETNDQCRPYHRILIERQEKSDTNFKEFVIKKLQKNCQCSPAKAKNMILGFLPVLQWLPKYDLKKNILGDVMSGLIVGILLVPQSIAYSLLAGQEPVYGLYTSFFASIIYFLLGTSRHISVGIFGVLCLMIGETVDRELQKAGYDNAHSAPSLGMVSNGSTLLNHTSDRICDKSCYAIMVGSTVTFIAGVYQVAMGFFQVGFVSVYLSDALLSGFVTGASFTILTSQAKYLLGLNLPRTNGVGSLITTWIHVFRNIHKT.... Result: 1 (interaction). (4) The miRNA is hsa-miR-5690 with sequence UCAGCUACUACCUCUAUUAGG. The protein sequence of the target gene is MAPEAGATLRAPRRLSWAALLLLAALLPVASSAAASVDHPLKPRHVKLLSTKMGLKVTWDPPKDATSRPVEHYNIAYGKSLKSLKYIKVNAETYSFLIEDVEPGVVYFVLLTAENHSGVSRPVYRAESPPGGEWIEIDGFPIKGPGPFNETVTEKEVPNKPLRVRVRSSDDRLSVAWKAPRLSGAKSPRRSRGFLLGYGESGRKMNYVPLTRDERTHEIKKLASESVYVVSLQSMNSQGRSQPVYRAALTKRKISEEDELDVPDDISVRVMSSQSVLVSWVDPVLEKQKKVVASRQYTVR.... Result: 0 (no interaction). (5) The miRNA is hsa-miR-520f-5p with sequence CCUCUAAAGGGAAGCGCUUUCU. The protein sequence of the target gene is MSRRPCSCALRPPRCSCSASPSAVTAAGRPRPSDSCKEESSTLSVKMKCDFNCNHVHSGLKLVKPDDIGRLVSYTPAYLEGSCKDCIKDYERLSCIGSPIVSPRIVQLETESKRLHNKENQHVQQTLNSTNEIEALETSRLYEDSGYSSFSLQSGLSEHEEGSLLEENFGDSLQSCLLQIQSPDQYPNKNLLPVLHFEKVVCSTLKKNAKRNPKVDREMLKEIIARGNFRLQNIIGRKMGLECVDILSELFRRGLRHVLATILAQLSDMDLINVSKVSTTWKKILEDDKGAFQLYSKAIQ.... Result: 0 (no interaction). (6) The miRNA is hsa-miR-6500-3p with sequence ACACUUGUUGGGAUGACCUGC. The protein sequence of the target gene is MADPAECSIKVMCRFRPLNEAEILRGDKFIPKFKGEETVVIGQGKPYVFDRVLPPNTTQEQVYNACAKQIVKDVLEGYNGTIFAYGQTSSGKTHTMEGKLHDPQLMGIIPRIAHDIFDHIYSMDENLEFHIKVSYFEIYLDKIRDLLDVSKTNLAVHEDKNRVPYVKGCTERFVSSPEEVMDVIDEGKANRHVAVTNMNEHSSRSHSIFLINIKQENVETEKKLSGKLYLVDLAGSEKVSKTGAEGAVLDEAKNINKSLSALGNVISALAEGTKTHVPYRDSKMTRILQDSLGGNCRTTI.... Result: 0 (no interaction). (7) The miRNA is hsa-miR-4638-3p with sequence CCUGGACACCGCUCAGCCGGCCG. The protein sequence of the target gene is MAAPRGRAAPWTTALLLLLASQVLSPGSCADEEEVPEEWVLLHVVQGQIGAGNYSYLRLNHEGKIVLRMRSLKGDADLYVSASSLHPSFDDYELQSATCGPDAVSIPAHFRRPVGIGVYGHPSHLESEFEMKVYYDGTVEQHPFGEAAYPADGADAGQKHAGAPEDASQEEESVLWTILISILKLVLEILF. Result: 0 (no interaction). (8) The miRNA is hsa-miR-885-3p with sequence AGGCAGCGGGGUGUAGUGGAUA. The protein sequence of the target gene is MARAHWGCCPWLVLLCACAWGHTKPVDLGGQDVRNCSTNPPYLPVTVVNTTMSLTALRQQMQTQNLSAYIIPGTDAHMNEYIGQHDERRAWITGFTGSAGTAVVTMKKAAVWTDSRYWTQAERQMDCNWELHKEVGTTPIVTWLLTEIPAGGRVGFDPFLLSIDTWESYDLALQGSNRQLVSITTNLVDLVWGSERPPVPNQPIYALQEAFTGSTWQEKVSGVRSQMQKHQKVPTAVLLSALEETAWLFNLRASDIPYNPFFYSYTLLTDSSIRLFANKSRFSSETLSYLNSSCTGPMCV.... Result: 1 (interaction). (9) The miRNA is hsa-miR-3689c with sequence CUGGGAGGUGUGAUAUUGUGGU. The protein sequence of the target gene is MATTVTCTRFTDEYQLYEDIGKGAFSVVRRCVKLCTGHEYAAKIINTKKLSARDHQKLEREARICRLLKHSNIVRLHDSISEEGFHYLVFDLVTGGELFEDIVAREYYSEADASHCIQQILEAVLHCHQMGVVHRDLKPENLLLASKCKGAAVKLADFGLAIEVQGDQQAWFGFAGTPGYLSPEVLRKEAYGKPVDIWACGVILYILLVGYPPFWDEDQHKLYQQIKAGAYDFPSPEWDTVTPEAKNLINQMLTINPAKRITAHEALKHPWVCQRSTVASMMHRQETVECLKKFNARRKL.... Result: 0 (no interaction).